From a dataset of Forward reaction prediction with 1.9M reactions from USPTO patents (1976-2016). Predict the product of the given reaction. Given the reactants [CH3:1][C@:2]12[C:8]([CH3:10])([CH3:9])[C@H:5]([CH2:6][CH2:7]1)[CH:4]([C:11](Cl)=[O:12])[C:3]2=O.C(N(CC)CC)C.C(OC([N:29]([CH2:41][C:42]1[CH:47]=[CH:46][CH:45]=[CH:44][CH:43]=1)[NH:30][C:31]1[CH:40]=[CH:39][C:38]2[C:33](=[CH:34][CH:35]=[CH:36][CH:37]=2)[CH:32]=1)=O)(C)(C)C.Cl.O1CCOCC1, predict the reaction product. The product is: [CH2:41]([N:29]1[C:3]2[C@@:2]3([CH3:1])[C:8]([CH3:10])([CH3:9])[C@H:5]([CH2:6][CH2:7]3)[C:4]=2[C:11](=[O:12])[N:30]1[C:31]1[CH:40]=[CH:39][C:38]2[C:33](=[CH:34][CH:35]=[CH:36][CH:37]=2)[CH:32]=1)[C:42]1[CH:43]=[CH:44][CH:45]=[CH:46][CH:47]=1.